From a dataset of Full USPTO retrosynthesis dataset with 1.9M reactions from patents (1976-2016). Predict the reactants needed to synthesize the given product. (1) Given the product [Cl:1][C:2]1[C:3](=[O:15])[N:4]([CH3:18])[S:5](=[O:13])(=[O:14])[C:6]=1[C:7]1[CH:12]=[CH:11][CH:10]=[CH:9][CH:8]=1, predict the reactants needed to synthesize it. The reactants are: [Cl:1][C:2]1[C:3](=[O:15])[NH:4][S:5](=[O:14])(=[O:13])[C:6]=1[C:7]1[CH:12]=[CH:11][CH:10]=[CH:9][CH:8]=1.CI.[C:18](=O)([O-])[O-].[K+].[K+].O. (2) Given the product [C:17]([O:16][C:14](=[O:15])[NH:41][C:37]1[S:38][CH2:39][CH2:40][C:35]2([C:24]3[C:25](=[N:26][CH:27]=[C:22]([Br:21])[CH:23]=3)[O:28][C:29]3[C:34]2=[CH:33][C:32]([I:42])=[CH:31][CH:30]=3)[N:36]=1)([CH3:18])([CH3:19])[CH3:20], predict the reactants needed to synthesize it. The reactants are: C([O-])(O)=O.[Na+].[CH3:18][C:17]([O:16][C:14](O[C:14]([O:16][C:17]([CH3:20])([CH3:19])[CH3:18])=[O:15])=[O:15])([CH3:20])[CH3:19].[Br:21][C:22]1[CH:23]=[C:24]2[C:35]3([CH2:40][CH2:39][S:38][C:37]([NH2:41])=[N:36]3)[C:34]3[C:29](=[CH:30][CH:31]=[C:32]([I:42])[CH:33]=3)[O:28][C:25]2=[N:26][CH:27]=1. (3) Given the product [F:25][C:3]([F:2])([F:24])[C:4]1[CH:5]=[CH:6][C:7]([O:8][C:9]2[CH:10]=[C:11]([CH:19]=[CH:20][CH:21]=2)[CH:12]=[C:13]2[CH2:18][CH2:17][N:16]([C:34]([NH:33][C:30]3[O:29][N:28]=[C:27]([CH3:26])[C:31]=3[CH3:32])=[O:35])[CH2:15][CH2:14]2)=[CH:22][CH:23]=1, predict the reactants needed to synthesize it. The reactants are: Cl.[F:2][C:3]([F:25])([F:24])[C:4]1[CH:23]=[CH:22][C:7]([O:8][C:9]2[CH:10]=[C:11]([CH:19]=[CH:20][CH:21]=2)[CH:12]=[C:13]2[CH2:18][CH2:17][NH:16][CH2:15][CH2:14]2)=[CH:6][CH:5]=1.[CH3:26][C:27]1[C:31]([CH3:32])=[C:30]([NH:33][C:34](=O)[O:35]C2C=CC=CC=2)[O:29][N:28]=1.NC1ON=C(C)C=1C.C(N(C(C)C)CC)(C)C. (4) Given the product [Cl:1][CH2:2][C:3]1[C:4]([C:19]([NH:22][C@@H:23]2[CH2:28][CH2:27][CH2:26][C@H:25]([OH:29])[CH2:24]2)=[O:20])=[N:5][O:6][C:7]=1[C:8]1[CH:13]=[CH:12][C:11]([C:14]([F:17])([F:16])[F:15])=[C:10]([F:18])[CH:9]=1, predict the reactants needed to synthesize it. The reactants are: [Cl:1][CH2:2][C:3]1[C:4]([C:19](Cl)=[O:20])=[N:5][O:6][C:7]=1[C:8]1[CH:13]=[CH:12][C:11]([C:14]([F:17])([F:16])[F:15])=[C:10]([F:18])[CH:9]=1.[NH2:22][C@@H:23]1[CH2:28][CH2:27][CH2:26][C@H:25]([OH:29])[CH2:24]1.C(N(CC)CC)C.C(=O)(O)[O-].[Na+]. (5) Given the product [Br:1][C:2]1[C:7]([F:8])=[CH:6][C:5]2[N:9]=[C:23]([C@@H:19]3[CH2:20][CH2:21][CH2:22][N:18]3[C:16]([O:15][C:11]([CH3:12])([CH3:14])[CH3:13])=[O:17])[NH:10][C:4]=2[CH:3]=1, predict the reactants needed to synthesize it. The reactants are: [Br:1][C:2]1[CH:3]=[C:4]([NH2:10])[C:5]([NH2:9])=[CH:6][C:7]=1[F:8].[C:11]([O:15][C:16]([N:18]1[CH2:22][CH2:21][CH2:20][C@H:19]1[C:23](O)=O)=[O:17])([CH3:14])([CH3:13])[CH3:12].CN(C(ON1N=NC2C=CC=NC1=2)=[N+](C)C)C.F[P-](F)(F)(F)(F)F.C(N(C(C)C)CC)(C)C. (6) Given the product [C:27]([CH:13]1[C@H:12]([NH:17][C:18](=[O:24])[O:19][C:20]([CH3:23])([CH3:22])[CH3:21])[CH2:11][CH2:10][C@@H:9]([C:3]2[CH:4]=[CH:5][CH:6]=[C:7]([F:8])[C:2]=2[F:1])[CH2:15][NH:14]1)#[N:28], predict the reactants needed to synthesize it. The reactants are: [F:1][C:2]1[C:7]([F:8])=[CH:6][CH:5]=[CH:4][C:3]=1[C@H:9]1[CH2:15][NH:14][C:13](=O)[C@H:12]([NH:17][C:18](=[O:24])[O:19][C:20]([CH3:23])([CH3:22])[CH3:21])[CH2:11][CH2:10]1.C[Si](C)(C)[C:27]#[N:28].C(=O)(O)[O-].[Na+]. (7) Given the product [CH2:24]([C:15]1[NH:16][C:17]2[C:22]([C:14]=1[CH:11]1[CH2:12][CH2:13][NH:8][CH2:9][CH2:10]1)=[CH:21][CH:20]=[C:19]([F:23])[CH:18]=2)[CH3:25], predict the reactants needed to synthesize it. The reactants are: C([N:8]1[CH2:13][CH:12]=[C:11]([C:14]2[C:22]3[C:17](=[CH:18][C:19]([F:23])=[CH:20][CH:21]=3)[NH:16][C:15]=2[CH2:24][CH3:25])[CH2:10][CH2:9]1)C1C=CC=CC=1. (8) Given the product [F:35][C:36]1[C:41]([F:42])=[CH:40][CH:39]=[CH:38][C:37]=1[CH2:43][CH2:44][C:45]1[N:46]([CH2:56][C:57]([N:17]([CH2:18][C:19]2[CH:20]=[CH:21][C:22]([C:25]3[CH:30]=[CH:29][C:28]([C:31]([F:32])([F:34])[F:33])=[CH:27][CH:26]=3)=[CH:23][CH:24]=2)[CH:14]2[CH2:13][CH2:12][N:11]([C:2]([CH3:1])([CH3:10])[C:3]([O:5][C:6]([CH3:7])([CH3:8])[CH3:9])=[O:4])[CH2:16][CH2:15]2)=[O:58])[C:47]2[C:52]([C:53](=[O:55])[N:54]=1)=[CH:51][CH:50]=[CH:49][CH:48]=2, predict the reactants needed to synthesize it. The reactants are: [CH3:1][C:2]([N:11]1[CH2:16][CH2:15][CH:14]([NH:17][CH2:18][C:19]2[CH:24]=[CH:23][C:22]([C:25]3[CH:30]=[CH:29][C:28]([C:31]([F:34])([F:33])[F:32])=[CH:27][CH:26]=3)=[CH:21][CH:20]=2)[CH2:13][CH2:12]1)([CH3:10])[C:3]([O:5][C:6]([CH3:9])([CH3:8])[CH3:7])=[O:4].[F:35][C:36]1[C:41]([F:42])=[CH:40][CH:39]=[CH:38][C:37]=1[CH2:43][CH2:44][C:45]1[N:46]([CH2:56][C:57](O)=[O:58])[C:47]2[C:52]([C:53](=[O:55])[N:54]=1)=[CH:51][CH:50]=[CH:49][CH:48]=2.CCN(C(C)C)C(C)C.CN(C(ON1N=NC2C=CC=NC1=2)=[N+](C)C)C.F[P-](F)(F)(F)(F)F. (9) Given the product [CH3:8][O:9][C:10](=[O:19])[C:11]1[CH:16]=[CH:15][C:14]([C:17]2[N:4]3[N:5]=[CH:6][CH:7]=[C:2]([CH3:1])[C:3]3=[C:2]([C:3]#[N:4])[CH:1]=2)=[CH:13][CH:12]=1, predict the reactants needed to synthesize it. The reactants are: [CH3:1][C:2]1[CH:7]=[CH:6][N:5]=[N:4][CH:3]=1.[CH3:8][O:9][C:10](=[O:19])[C:11]1[CH:16]=[CH:15][C:14]([CH2:17]Br)=[CH:13][CH:12]=1. (10) Given the product [C:51]([Si:55]([CH3:74])([CH3:73])[O:56][CH2:57][CH2:58][N:59]1[C:63]([CH3:64])=[CH:62][C:61]([C:65]2[CH:66]=[CH:67][C:68]([CH3:72])=[C:69]([NH:71][C:15]([C:9]3[C@H:8]([C:5]4[CH:4]=[CH:3][C:2]([F:1])=[CH:7][CH:6]=4)[CH2:13][C:12](=[O:14])[NH:11][CH:10]=3)=[O:17])[CH:70]=2)=[N:60]1)([CH3:53])([CH3:52])[CH3:54], predict the reactants needed to synthesize it. The reactants are: [F:1][C:2]1[CH:7]=[CH:6][C:5]([C@@H:8]2[CH2:13][C:12](=[O:14])[NH:11][CH:10]=[C:9]2[C:15]([OH:17])=O)=[CH:4][CH:3]=1.C(N(CC)C(C)C)(C)C.CN(C(ON1N=NC2C=CC=NC1=2)=[N+](C)C)C.F[P-](F)(F)(F)(F)F.[C:51]([Si:55]([CH3:74])([CH3:73])[O:56][CH2:57][CH2:58][N:59]1[C:63]([CH3:64])=[CH:62][C:61]([C:65]2[CH:66]=[CH:67][C:68]([CH3:72])=[C:69]([NH2:71])[CH:70]=2)=[N:60]1)([CH3:54])([CH3:53])[CH3:52].